Dataset: NCI-60 drug combinations with 297,098 pairs across 59 cell lines. Task: Regression. Given two drug SMILES strings and cell line genomic features, predict the synergy score measuring deviation from expected non-interaction effect. (1) Drug 1: C(=O)(N)NO. Drug 2: CC12CCC3C(C1CCC2O)C(CC4=C3C=CC(=C4)O)CCCCCCCCCS(=O)CCCC(C(F)(F)F)(F)F. Cell line: COLO 205. Synergy scores: CSS=11.5, Synergy_ZIP=-4.44, Synergy_Bliss=-4.50, Synergy_Loewe=-2.04, Synergy_HSA=-2.17. (2) Drug 1: CN1CCC(CC1)COC2=C(C=C3C(=C2)N=CN=C3NC4=C(C=C(C=C4)Br)F)OC. Drug 2: C1C(C(OC1N2C=NC3=C(N=C(N=C32)Cl)N)CO)O. Cell line: SR. Synergy scores: CSS=13.9, Synergy_ZIP=-2.55, Synergy_Bliss=-0.324, Synergy_Loewe=-19.5, Synergy_HSA=-0.207.